This data is from NCI-60 drug combinations with 297,098 pairs across 59 cell lines. The task is: Regression. Given two drug SMILES strings and cell line genomic features, predict the synergy score measuring deviation from expected non-interaction effect. (1) Drug 1: CC1C(C(CC(O1)OC2CC(CC3=C2C(=C4C(=C3O)C(=O)C5=C(C4=O)C(=CC=C5)OC)O)(C(=O)CO)O)N)O.Cl. Drug 2: CN(C)N=NC1=C(NC=N1)C(=O)N. Cell line: HCT116. Synergy scores: CSS=18.1, Synergy_ZIP=-4.75, Synergy_Bliss=2.33, Synergy_Loewe=-6.21, Synergy_HSA=-3.29. (2) Drug 1: COC1=CC(=CC(=C1O)OC)C2C3C(COC3=O)C(C4=CC5=C(C=C24)OCO5)OC6C(C(C7C(O6)COC(O7)C8=CC=CS8)O)O. Drug 2: CC1C(C(CC(O1)OC2CC(CC3=C2C(=C4C(=C3O)C(=O)C5=C(C4=O)C(=CC=C5)OC)O)(C(=O)C)O)N)O.Cl. Cell line: HCT116. Synergy scores: CSS=63.6, Synergy_ZIP=-0.541, Synergy_Bliss=0.138, Synergy_Loewe=0.564, Synergy_HSA=3.80. (3) Drug 1: CC1=C2C(C(=O)C3(C(CC4C(C3C(C(C2(C)C)(CC1OC(=O)C(C(C5=CC=CC=C5)NC(=O)C6=CC=CC=C6)O)O)OC(=O)C7=CC=CC=C7)(CO4)OC(=O)C)O)C)OC(=O)C. Drug 2: C1C(C(OC1N2C=NC3=C2NC=NCC3O)CO)O. Cell line: MCF7. Synergy scores: CSS=38.7, Synergy_ZIP=1.55, Synergy_Bliss=5.12, Synergy_Loewe=-9.05, Synergy_HSA=7.75. (4) Drug 1: CC1=C(C=C(C=C1)NC(=O)C2=CC=C(C=C2)CN3CCN(CC3)C)NC4=NC=CC(=N4)C5=CN=CC=C5. Drug 2: C1CN(P(=O)(OC1)NCCCl)CCCl. Cell line: A498. Synergy scores: CSS=-8.04, Synergy_ZIP=2.13, Synergy_Bliss=-0.880, Synergy_Loewe=-5.64, Synergy_HSA=-5.49. (5) Drug 1: CC1=C2C(C(=O)C3(C(CC4C(C3C(C(C2(C)C)(CC1OC(=O)C(C(C5=CC=CC=C5)NC(=O)OC(C)(C)C)O)O)OC(=O)C6=CC=CC=C6)(CO4)OC(=O)C)OC)C)OC. Drug 2: C1=NNC2=C1C(=O)NC=N2. Cell line: HCT-15. Synergy scores: CSS=45.5, Synergy_ZIP=-4.97, Synergy_Bliss=-6.36, Synergy_Loewe=-71.7, Synergy_HSA=-7.89. (6) Drug 1: CCCS(=O)(=O)NC1=C(C(=C(C=C1)F)C(=O)C2=CNC3=C2C=C(C=N3)C4=CC=C(C=C4)Cl)F. Drug 2: CCC1=C2CN3C(=CC4=C(C3=O)COC(=O)C4(CC)O)C2=NC5=C1C=C(C=C5)O. Cell line: MOLT-4. Synergy scores: CSS=66.2, Synergy_ZIP=1.04, Synergy_Bliss=0.781, Synergy_Loewe=-28.5, Synergy_HSA=0.0340. (7) Drug 1: C1CCC(CC1)NC(=O)N(CCCl)N=O. Drug 2: C1CCC(C(C1)N)N.C(=O)(C(=O)[O-])[O-].[Pt+4]. Cell line: ACHN. Synergy scores: CSS=22.8, Synergy_ZIP=-6.84, Synergy_Bliss=-4.29, Synergy_Loewe=-13.6, Synergy_HSA=-1.09. (8) Drug 1: CS(=O)(=O)C1=CC(=C(C=C1)C(=O)NC2=CC(=C(C=C2)Cl)C3=CC=CC=N3)Cl. Drug 2: CC12CCC3C(C1CCC2OP(=O)(O)O)CCC4=C3C=CC(=C4)OC(=O)N(CCCl)CCCl.[Na+]. Cell line: CCRF-CEM. Synergy scores: CSS=-1.67, Synergy_ZIP=-3.13, Synergy_Bliss=-11.3, Synergy_Loewe=-13.2, Synergy_HSA=-12.3. (9) Drug 1: CNC(=O)C1=CC=CC=C1SC2=CC3=C(C=C2)C(=NN3)C=CC4=CC=CC=N4. Drug 2: C1=NC(=NC(=O)N1C2C(C(C(O2)CO)O)O)N. Cell line: OVCAR3. Synergy scores: CSS=2.89, Synergy_ZIP=-0.931, Synergy_Bliss=0.838, Synergy_Loewe=-6.00, Synergy_HSA=-2.87.